From a dataset of NCI-60 drug combinations with 297,098 pairs across 59 cell lines. Regression. Given two drug SMILES strings and cell line genomic features, predict the synergy score measuring deviation from expected non-interaction effect. (1) Drug 1: CC(CN1CC(=O)NC(=O)C1)N2CC(=O)NC(=O)C2. Drug 2: CC1=C(C=C(C=C1)NC(=O)C2=CC=C(C=C2)CN3CCN(CC3)C)NC4=NC=CC(=N4)C5=CN=CC=C5. Cell line: HCC-2998. Synergy scores: CSS=1.97, Synergy_ZIP=-0.850, Synergy_Bliss=-0.451, Synergy_Loewe=-3.74, Synergy_HSA=-4.54. (2) Drug 1: CC(C)(C#N)C1=CC(=CC(=C1)CN2C=NC=N2)C(C)(C)C#N. Drug 2: C1=CC=C(C=C1)NC(=O)CCCCCCC(=O)NO. Cell line: NCI-H522. Synergy scores: CSS=4.63, Synergy_ZIP=0.529, Synergy_Bliss=1.63, Synergy_Loewe=-8.16, Synergy_HSA=-6.22.